Dataset: Full USPTO retrosynthesis dataset with 1.9M reactions from patents (1976-2016). Task: Predict the reactants needed to synthesize the given product. (1) Given the product [CH2:1]([O:8][C:9]1[CH:14]=[C:13]([CH:15]([CH3:17])[CH3:16])[CH:12]=[CH:11][C:10]=1[CH2:18][CH2:19][NH:20][C:21](=[O:22])[O:23][C:24]([CH3:27])([CH3:26])[CH3:25])[C:2]1[CH:3]=[CH:4][CH:5]=[CH:6][CH:7]=1, predict the reactants needed to synthesize it. The reactants are: [CH2:1]([O:8][C:9]1[CH:14]=[C:13]([CH:15]([CH3:17])[CH3:16])[CH:12]=[CH:11][C:10]=1[CH2:18][CH2:19][NH2:20])[C:2]1[CH:7]=[CH:6][CH:5]=[CH:4][CH:3]=1.[C:21](O[C:21]([O:23][C:24]([CH3:27])([CH3:26])[CH3:25])=[O:22])([O:23][C:24]([CH3:27])([CH3:26])[CH3:25])=[O:22]. (2) Given the product [Br:39][C:40]1[CH:45]=[N:44][C:43]([N:46]2[C:54]3[C:49](=[CH:50][CH:51]=[C:52]([C:55]([N:15]4[CH2:14][CH2:13][CH2:12][CH2:10]4)=[O:57])[CH:53]=3)[C:48]([S:58][CH3:59])=[CH:47]2)=[N:42][CH:41]=1, predict the reactants needed to synthesize it. The reactants are: CN(C(ON1N=NC2[CH:12]=[CH:13][CH:14]=[N:15][C:10]1=2)=[N+](C)C)C.F[P-](F)(F)(F)(F)F.C(N(C(C)C)CC)(C)C.N1CCCC1.[Br:39][C:40]1[CH:41]=[N:42][C:43]([N:46]2[C:54]3[C:49](=[CH:50][CH:51]=[C:52]([C:55]([OH:57])=O)[CH:53]=3)[C:48]([S:58][CH3:59])=[CH:47]2)=[N:44][CH:45]=1. (3) Given the product [C:21]([O:25][C:26]([N:28]1[CH2:33][CH2:32][C:31]([C:7]2[CH:12]=[CH:11][CH:10]=[CH:9][C:8]=2[S:13][C:14]2[CH:19]=[CH:18][C:17]([CH3:20])=[CH:16][CH:15]=2)([OH:34])[CH2:30][CH2:29]1)=[O:27])([CH3:24])([CH3:22])[CH3:23], predict the reactants needed to synthesize it. The reactants are: [Li]CCCC.Br[C:7]1[CH:12]=[CH:11][CH:10]=[CH:9][C:8]=1[S:13][C:14]1[CH:19]=[CH:18][C:17]([CH3:20])=[CH:16][CH:15]=1.[C:21]([O:25][C:26]([N:28]1[CH2:33][CH2:32][C:31](=[O:34])[CH2:30][CH2:29]1)=[O:27])([CH3:24])([CH3:23])[CH3:22].[NH4+].[Cl-].